This data is from Reaction yield outcomes from USPTO patents with 853,638 reactions. The task is: Predict the reaction yield, written as a fraction of the theoretical maximum amount of product (1.0 means a 100% yield; for example, 0.34 means a 34% yield). The reactants are [C:1]([O:5][C:6]([N:8]1[CH2:12][CH:11]([OH:13])[CH2:10][CH:9]1[C:14](=[O:26])[NH:15][C:16]1([C:21]([O:23][CH2:24][CH3:25])=[O:22])[CH2:18][CH:17]1[CH:19]=[CH2:20])=[O:7])([CH3:4])([CH3:3])[CH3:2].[N+:27]([C:30]1[CH:38]=[CH:37][C:33]([C:34](O)=[O:35])=[CH:32][CH:31]=1)([O-:29])=[O:28].C1C=CC(P(C2C=CC=CC=2)C2C=CC=CC=2)=CC=1. The catalyst is C1COCC1. The product is [C:1]([O:5][C:6]([N:8]1[CH2:12][CH:11]([O:13][C:34](=[O:35])[C:33]2[CH:32]=[CH:31][C:30]([N+:27]([O-:29])=[O:28])=[CH:38][CH:37]=2)[CH2:10][CH:9]1[C:14](=[O:26])[NH:15][C:16]1([C:21]([O:23][CH2:24][CH3:25])=[O:22])[CH2:18][CH:17]1[CH:19]=[CH2:20])=[O:7])([CH3:4])([CH3:2])[CH3:3]. The yield is 0.720.